This data is from Reaction yield outcomes from USPTO patents with 853,638 reactions. The task is: Predict the reaction yield, written as a fraction of the theoretical maximum amount of product (1.0 means a 100% yield; for example, 0.34 means a 34% yield). The catalyst is N1C=CC=CC=1. The yield is 0.490. The reactants are [Cl:1][C:2]1[CH:21]=[CH:20][C:5]([CH2:6][O:7][C:8]2[CH:16]=[CH:15][CH:14]=[C:10]([C:11]([OH:13])=O)[C:9]=2[C:17]([OH:19])=O)=[CH:4][CH:3]=1.Cl.[NH2:23][CH:24]1[CH2:30][CH2:29][C:28](=[O:31])[NH:27][C:25]1=[O:26]. The product is [Cl:1][C:2]1[CH:3]=[CH:4][C:5]([CH2:6][O:7][C:8]2[CH:16]=[CH:15][CH:14]=[C:10]3[C:9]=2[C:17](=[O:19])[N:23]([CH:24]2[CH2:30][CH2:29][C:28](=[O:31])[NH:27][C:25]2=[O:26])[C:11]3=[O:13])=[CH:20][CH:21]=1.